Dataset: NCI-60 drug combinations with 297,098 pairs across 59 cell lines. Task: Regression. Given two drug SMILES strings and cell line genomic features, predict the synergy score measuring deviation from expected non-interaction effect. (1) Drug 1: CC1=C(C=C(C=C1)NC2=NC=CC(=N2)N(C)C3=CC4=NN(C(=C4C=C3)C)C)S(=O)(=O)N.Cl. Drug 2: CCC1=CC2CC(C3=C(CN(C2)C1)C4=CC=CC=C4N3)(C5=C(C=C6C(=C5)C78CCN9C7C(C=CC9)(C(C(C8N6C)(C(=O)OC)O)OC(=O)C)CC)OC)C(=O)OC.C(C(C(=O)O)O)(C(=O)O)O. Cell line: SF-268. Synergy scores: CSS=28.7, Synergy_ZIP=1.93, Synergy_Bliss=4.55, Synergy_Loewe=-34.1, Synergy_HSA=2.42. (2) Drug 1: CC1C(C(CC(O1)OC2CC(CC3=C2C(=C4C(=C3O)C(=O)C5=C(C4=O)C(=CC=C5)OC)O)(C(=O)CO)O)N)O.Cl. Drug 2: COC1=C2C(=CC3=C1OC=C3)C=CC(=O)O2. Cell line: ACHN. Synergy scores: CSS=-2.81, Synergy_ZIP=1.09, Synergy_Bliss=-0.705, Synergy_Loewe=-4.82, Synergy_HSA=-3.32. (3) Drug 1: CC(CN1CC(=O)NC(=O)C1)N2CC(=O)NC(=O)C2. Drug 2: C1=NC2=C(N=C(N=C2N1C3C(C(C(O3)CO)O)F)Cl)N. Cell line: HCT116. Synergy scores: CSS=49.3, Synergy_ZIP=-7.40, Synergy_Bliss=-9.50, Synergy_Loewe=-7.87, Synergy_HSA=-4.44. (4) Drug 1: C1=NC2=C(N1)C(=S)N=CN2. Drug 2: CCCCCOC(=O)NC1=NC(=O)N(C=C1F)C2C(C(C(O2)C)O)O. Cell line: BT-549. Synergy scores: CSS=5.97, Synergy_ZIP=-6.94, Synergy_Bliss=-6.74, Synergy_Loewe=-1.52, Synergy_HSA=-1.62. (5) Drug 1: C1=NC(=NC(=O)N1C2C(C(C(O2)CO)O)O)N. Drug 2: CC1CCCC2(C(O2)CC(NC(=O)CC(C(C(=O)C(C1O)C)(C)C)O)C(=CC3=CSC(=N3)C)C)C. Cell line: MDA-MB-231. Synergy scores: CSS=36.8, Synergy_ZIP=-6.45, Synergy_Bliss=-5.70, Synergy_Loewe=-3.19, Synergy_HSA=-0.206. (6) Drug 1: CCC1(CC2CC(C3=C(CCN(C2)C1)C4=CC=CC=C4N3)(C5=C(C=C6C(=C5)C78CCN9C7C(C=CC9)(C(C(C8N6C=O)(C(=O)OC)O)OC(=O)C)CC)OC)C(=O)OC)O.OS(=O)(=O)O. Drug 2: CCN(CC)CCNC(=O)C1=C(NC(=C1C)C=C2C3=C(C=CC(=C3)F)NC2=O)C. Cell line: K-562. Synergy scores: CSS=22.7, Synergy_ZIP=3.37, Synergy_Bliss=5.02, Synergy_Loewe=-11.8, Synergy_HSA=5.80. (7) Synergy scores: CSS=-0.754, Synergy_ZIP=0.807, Synergy_Bliss=-1.81, Synergy_Loewe=1.74, Synergy_HSA=-4.47. Cell line: HT29. Drug 1: C1=CC(=CC=C1C#N)C(C2=CC=C(C=C2)C#N)N3C=NC=N3. Drug 2: C1=NNC2=C1C(=O)NC=N2. (8) Drug 1: C1C(C(OC1N2C=C(C(=O)NC2=O)F)CO)O. Drug 2: CS(=O)(=O)CCNCC1=CC=C(O1)C2=CC3=C(C=C2)N=CN=C3NC4=CC(=C(C=C4)OCC5=CC(=CC=C5)F)Cl. Cell line: DU-145. Synergy scores: CSS=25.4, Synergy_ZIP=-3.82, Synergy_Bliss=3.23, Synergy_Loewe=-10.1, Synergy_HSA=-0.546. (9) Drug 1: C1CCC(C1)C(CC#N)N2C=C(C=N2)C3=C4C=CNC4=NC=N3. Drug 2: C1CN1P(=S)(N2CC2)N3CC3. Cell line: SF-295. Synergy scores: CSS=22.8, Synergy_ZIP=-7.70, Synergy_Bliss=0.194, Synergy_Loewe=-2.86, Synergy_HSA=0.687.